This data is from Forward reaction prediction with 1.9M reactions from USPTO patents (1976-2016). The task is: Predict the product of the given reaction. (1) Given the reactants [CH3:1][CH2:2][CH2:3][CH2:4][CH2:5][CH2:6][CH2:7][CH2:8][CH2:9][CH2:10][CH2:11][C:12]([O:14][CH2:15][C@@H:16]([OH:24])[C@H:17]1[O:21][CH2:20][C@H:19]([OH:22])[C@H:18]1[OH:23])=[O:13].CCCCCCCC/C=C\CCCCCCCC(OCC(O)[C@H]1OC[C@H](O)[C@H]1O)=O.CCCCCCCC/C=C\CCCCCCCC(OC[C@@H](O)[C@H]1OC[C@H](O)[C@H]1O)=O, predict the reaction product. The product is: [CH3:1][CH2:2][CH2:3][CH2:4][CH2:5][CH2:6][CH2:7][CH2:8][CH2:9][CH2:10][CH2:11][C:12]([O:14][CH2:15][CH:16]([OH:24])[C@H:17]1[O:21][CH2:20][C@H:19]([OH:22])[C@H:18]1[OH:23])=[O:13]. (2) Given the reactants [NH2:1][C:2]1[N:7]=[CH:6][C:5]([C:8]2[N:9]=[C:10]([N:28]3[CH2:33][CH2:32][O:31][CH2:30][CH2:29]3)[C:11]3[S:16][C:15]([C:17]4[CH:18]=[C:19]([CH2:23][C:24](O)=[O:25])[CH:20]=[CH:21][CH:22]=4)=[C:14]([CH3:27])[C:12]=3[N:13]=2)=[CH:4][N:3]=1.[OH:34][CH:35]1[CH2:40][CH2:39][NH:38][CH2:37][CH2:36]1, predict the reaction product. The product is: [NH2:1][C:2]1[N:3]=[CH:4][C:5]([C:8]2[N:9]=[C:10]([N:28]3[CH2:29][CH2:30][O:31][CH2:32][CH2:33]3)[C:11]3[S:16][C:15]([C:17]4[CH:18]=[C:19]([CH2:23][C:24]([N:38]5[CH2:39][CH2:40][CH:35]([OH:34])[CH2:36][CH2:37]5)=[O:25])[CH:20]=[CH:21][CH:22]=4)=[C:14]([CH3:27])[C:12]=3[N:13]=2)=[CH:6][N:7]=1. (3) Given the reactants Cl.[CH3:2][NH:3][O:4][CH3:5].[Cl:6][C:7]1[CH:8]=[C:9]([CH:13]=[CH:14][C:15]=1[Cl:16])[C:10](Cl)=[O:11].CCN(C(C)C)C(C)C.O, predict the reaction product. The product is: [Cl:6][C:7]1[CH:8]=[C:9]([CH:13]=[CH:14][C:15]=1[Cl:16])[C:10]([N:3]([O:4][CH3:5])[CH3:2])=[O:11]. (4) Given the reactants [Cl:1][C:2]1[C:10]([O:11][CH2:12][CH2:13][CH2:14]Cl)=[CH:9][C:8]([C:16]2[N:17]([C:32]([O:34][C:35]([CH3:38])([CH3:37])[CH3:36])=[O:33])[C:18]3[C:23]([CH:24]=2)=[CH:22][C:21]([CH2:25][N:26]2[CH2:31][CH2:30][CH2:29][CH2:28][CH2:27]2)=[CH:20][CH:19]=3)=[C:7]2[C:3]=1[CH2:4][NH:5][C:6]2=[O:39].[NH:40]1[CH2:45][CH2:44][CH:43]([CH2:46][OH:47])[CH2:42][CH2:41]1.O, predict the reaction product. The product is: [Cl:1][C:2]1[C:10]([O:11][CH2:12][CH2:13][CH2:14][N:40]2[CH2:45][CH2:44][CH:43]([CH2:46][OH:47])[CH2:42][CH2:41]2)=[CH:9][C:8]([C:16]2[N:17]([C:32]([O:34][C:35]([CH3:38])([CH3:37])[CH3:36])=[O:33])[C:18]3[C:23]([CH:24]=2)=[CH:22][C:21]([CH2:25][N:26]2[CH2:27][CH2:28][CH2:29][CH2:30][CH2:31]2)=[CH:20][CH:19]=3)=[C:7]2[C:3]=1[CH2:4][NH:5][C:6]2=[O:39]. (5) Given the reactants [NH2:1][C:2]1[CH:3]=[CH:4][C:5]([C:8]([NH2:10])=[NH:9])=[N:6][CH:7]=1.C([O:13][C:14](=O)[CH2:15][C:16]([C:18]([F:21])([F:20])[F:19])=O)C.C(=O)([O-])[O-].[Na+].[Na+], predict the reaction product. The product is: [NH2:1][C:2]1[CH:3]=[CH:4][C:5]([C:8]2[N:10]=[C:14]([OH:13])[CH:15]=[C:16]([C:18]([F:21])([F:20])[F:19])[N:9]=2)=[N:6][CH:7]=1. (6) Given the reactants [CH3:1][C:2]1[O:6][N:5]=[CH:4][C:3]=1[NH2:7].[F:8][C:9]([F:14])([F:13])[C:10](O)=[O:11], predict the reaction product. The product is: [F:8][C:9]([F:14])([F:13])[C:10]([NH:7][C:3]1[CH:4]=[N:5][O:6][C:2]=1[CH3:1])=[O:11]. (7) Given the reactants [NH2:1][C:2]1[C:7]([C:8]([C:10]2[C:15]([F:16])=[C:14]([F:17])[CH:13]=[C:12]([O:18][Si](C(C)(C)C)(C)C)[C:11]=2[O:26][CH3:27])=[O:9])=[CH:6][N:5]=[C:4]([NH:28][CH:29]2[CH2:34][CH2:33][N:32]([S:35]([CH3:38])(=[O:37])=[O:36])[CH2:31][CH2:30]2)[N:3]=1.[F-].C([N+](CCCC)(CCCC)CCCC)CCC, predict the reaction product. The product is: [NH2:1][C:2]1[C:7]([C:8]([C:10]2[C:11]([O:26][CH3:27])=[C:12]([OH:18])[CH:13]=[C:14]([F:17])[C:15]=2[F:16])=[O:9])=[CH:6][N:5]=[C:4]([NH:28][CH:29]2[CH2:30][CH2:31][N:32]([S:35]([CH3:38])(=[O:36])=[O:37])[CH2:33][CH2:34]2)[N:3]=1. (8) Given the reactants [CH:1]1([C:6]([N:8]2[CH2:13][CH:12]([C:14]3[CH:19]=[CH:18][C:17]([CH2:20][CH3:21])=[CH:16][CH:15]=3)[CH2:11][CH:10]([C:22](O)=[O:23])[CH2:9]2)=[O:7])[CH2:5][CH2:4][CH2:3][CH2:2]1.O[N:26]=[C:27]([NH2:35])[CH2:28][C:29]1[CH:34]=[CH:33][CH:32]=[CH:31][CH:30]=1, predict the reaction product. The product is: [CH2:28]([C:27]1[N:35]=[C:22]([CH:10]2[CH2:11][CH:12]([C:14]3[CH:15]=[CH:16][C:17]([CH2:18][CH3:19])=[CH:20][CH:21]=3)[CH2:13][N:8]([C:6]([CH:1]3[CH2:2][CH2:3][CH2:4][CH2:5]3)=[O:7])[CH2:9]2)[O:23][N:26]=1)[C:29]1[CH:34]=[CH:33][CH:32]=[CH:31][CH:30]=1.